Task: Predict the reactants needed to synthesize the given product.. Dataset: Full USPTO retrosynthesis dataset with 1.9M reactions from patents (1976-2016) Given the product [CH3:49][N:50]([CH3:55])[CH2:51][CH:52]([NH:54][C:22]([C:18]1[C:19]2[C:14](=[N:13][C:12]3[C:21]([N:20]=2)=[C:8]2[CH:7]=[CH:6][CH:5]=[C:4]([N+:1]([O-:3])=[O:2])[C:9]2=[CH:10][CH:11]=3)[CH:15]=[CH:16][CH:17]=1)=[O:24])[CH3:53], predict the reactants needed to synthesize it. The reactants are: [N+:1]([C:4]1[C:9]2=[CH:10][CH:11]=[C:12]3[C:21]([N:20]=[C:19]4[C:14]([CH:15]=[CH:16][CH:17]=[C:18]4[C:22]([OH:24])=O)=[N:13]3)=[C:8]2[CH:7]=[CH:6][CH:5]=1)([O-:3])=[O:2].[N+](C1C=CC2=C3C(=CC=C2C=1)N=C1C(C(C(O)=O)=CC=C1)=N3)([O-])=O.[CH3:49][N:50]([CH3:55])[CH2:51][CH:52]([NH2:54])[CH3:53].